This data is from Forward reaction prediction with 1.9M reactions from USPTO patents (1976-2016). The task is: Predict the product of the given reaction. (1) Given the reactants [F:1][C:2]1[CH:7]=[CH:6][C:5]([N:8]2[C:12]([CH2:13][O:14][C:15]3[CH:23]=[CH:22][C:18]([C:19]([OH:21])=O)=[CH:17][N:16]=3)=[C:11]([CH3:24])[N:10]=[N:9]2)=[CH:4][CH:3]=1.[CH:25]([NH2:28])([CH3:27])[CH3:26], predict the reaction product. The product is: [F:1][C:2]1[CH:3]=[CH:4][C:5]([N:8]2[C:12]([CH2:13][O:14][C:15]3[CH:23]=[CH:22][C:18]([C:19]([NH:28][CH:25]([CH3:27])[CH3:26])=[O:21])=[CH:17][N:16]=3)=[C:11]([CH3:24])[N:10]=[N:9]2)=[CH:6][CH:7]=1. (2) Given the reactants [CH3:1][C:2]1[O:6][C:5]([C:7]2[CH:12]=[CH:11][CH:10]=[CH:9][CH:8]=2)=[N:4][C:3]=1[CH2:13][O:14][C:15]1[CH:38]=[CH:37][C:18]([CH2:19][C:20]2[O:21][C:22]([C:31]3[CH:36]=[CH:35][CH:34]=[CH:33][CH:32]=3)=[C:23]([CH2:25][CH2:26][C:27]([O:29]C)=[O:28])[N:24]=2)=[CH:17][CH:16]=1.O.[OH-].[Li+].O1CCCC1.Cl, predict the reaction product. The product is: [CH3:1][C:2]1[O:6][C:5]([C:7]2[CH:8]=[CH:9][CH:10]=[CH:11][CH:12]=2)=[N:4][C:3]=1[CH2:13][O:14][C:15]1[CH:38]=[CH:37][C:18]([CH2:19][C:20]2[O:21][C:22]([C:31]3[CH:32]=[CH:33][CH:34]=[CH:35][CH:36]=3)=[C:23]([CH2:25][CH2:26][C:27]([OH:29])=[O:28])[N:24]=2)=[CH:17][CH:16]=1. (3) Given the reactants [C:1]1([CH:8]=[CH:7][CH:6]=[C:4]([OH:5])[CH:3]=1)[OH:2].[C:9]([C:11](=[CH:17][C:18]1[C:27]2[C:22](=[CH:23][CH:24]=[CH:25][CH:26]=2)[N:21]=[CH:20][CH:19]=1)[C:12]([O:14][CH2:15][CH3:16])=[O:13])#[N:10].N1CCCCC1, predict the reaction product. The product is: [NH2:10][C:9]1[O:2][C:1]2[C:8]([CH:17]([C:18]3[C:27]4[C:22](=[CH:23][CH:24]=[CH:25][CH:26]=4)[N:21]=[CH:20][CH:19]=3)[C:11]=1[C:12]([O:14][CH2:15][CH3:16])=[O:13])=[CH:7][CH:6]=[C:4]([OH:5])[CH:3]=2. (4) The product is: [C:1]1([S:7]([NH:10][C:11]2[CH:16]=[CH:15][C:14]([NH:17][C:18]([CH2:20][C:21]3[CH:22]=[CH:23][C:24]([C:25]([NH2:35])=[NH:26])=[CH:27][CH:28]=3)=[O:19])=[C:13]([CH3:29])[CH:12]=2)(=[O:8])=[O:9])[CH:6]=[CH:5][CH:4]=[CH:3][CH:2]=1. Given the reactants [C:1]1([S:7]([NH:10][C:11]2[CH:16]=[CH:15][C:14]([NH:17][C:18]([CH2:20][C:21]3[CH:28]=[CH:27][C:24]([C:25]#[N:26])=[CH:23][CH:22]=3)=[O:19])=[C:13]([CH3:29])[CH:12]=2)(=[O:9])=[O:8])[CH:6]=[CH:5][CH:4]=[CH:3][CH:2]=1.Cl.C(=O)([O-])[O-].[NH4+:35].[NH4+], predict the reaction product. (5) Given the reactants [NH2:1][CH2:2][C@@H:3]1[CH2:8][CH2:7][C@H:6]([CH3:9])[CH2:5][N:4]1[C:10]([O:12][C:13]([CH3:16])([CH3:15])[CH3:14])=[O:11].C(=O)([O-])[O-].[K+].[K+].Cl[C:24]1[N:29]=[CH:28][C:27]([C:30]([F:33])([F:32])[F:31])=[CH:26][N:25]=1, predict the reaction product. The product is: [CH3:9][C@@H:6]1[CH2:5][N:4]([C:10]([O:12][C:13]([CH3:15])([CH3:14])[CH3:16])=[O:11])[C@H:3]([CH2:2][NH:1][C:24]2[N:29]=[CH:28][C:27]([C:30]([F:33])([F:32])[F:31])=[CH:26][N:25]=2)[CH2:8][CH2:7]1.